Dataset: Full USPTO retrosynthesis dataset with 1.9M reactions from patents (1976-2016). Task: Predict the reactants needed to synthesize the given product. (1) Given the product [F:1][C:2]1[C:7]([O:8][CH3:9])=[CH:6][C:5]([O:10][CH3:11])=[C:4]([F:12])[C:3]=1[C:13]1[N:18]=[CH:17][C:16]2[C:19]([C:37]3[CH:38]=[C:39]4[C:34](=[CH:35][CH:36]=3)[C:33](=[O:50])[N:32]([CH2:31][CH:30]([OH:29])[CH3:51])[CH2:40]4)=[N:20][NH:21][C:15]=2[CH:14]=1, predict the reactants needed to synthesize it. The reactants are: [F:1][C:2]1[C:7]([O:8][CH3:9])=[CH:6][C:5]([O:10][CH3:11])=[C:4]([F:12])[C:3]=1[C:13]1[N:18]=[CH:17][C:16]2[C:19](I)=[N:20][N:21](C3CCCCO3)[C:15]=2[CH:14]=1.[OH:29][CH:30]([CH3:51])[CH2:31][N:32]1[CH2:40][C:39]2[C:34](=[CH:35][CH:36]=[C:37](B3OC(C)(C)C(C)(C)O3)[CH:38]=2)[C:33]1=[O:50]. (2) Given the product [Cl:1][C:2]1[N:11]=[C:10]([N:18]([C:19]2[CH:24]=[CH:23][C:22]([CH3:25])=[CH:21][CH:20]=2)[CH3:17])[C:9]2[C:4](=[CH:5][C:6]([O:15][CH3:16])=[C:7]([O:13][CH3:14])[CH:8]=2)[N:3]=1, predict the reactants needed to synthesize it. The reactants are: [Cl:1][C:2]1[N:11]=[C:10](Cl)[C:9]2[C:4](=[CH:5][C:6]([O:15][CH3:16])=[C:7]([O:13][CH3:14])[CH:8]=2)[N:3]=1.[CH3:17][NH:18][C:19]1[CH:24]=[CH:23][C:22]([CH3:25])=[CH:21][CH:20]=1. (3) Given the product [CH3:1][O:2][C:3]1[CH:4]=[C:5]([C:6]([CH:8]2[CH2:9][CH2:10][NH:11][CH2:12][CH2:13]2)=[O:7])[CH:17]=[CH:18][C:19]=1[O:20][CH3:21], predict the reactants needed to synthesize it. The reactants are: [CH3:1][O:2][C:3]1[CH:4]=[C:5]([CH:17]=[CH:18][C:19]=1[O:20][CH3:21])[C:6]([CH:8]1[CH2:13][CH2:12][N:11](C(=O)C)[CH2:10][CH2:9]1)=[O:7].